Dataset: Catalyst prediction with 721,799 reactions and 888 catalyst types from USPTO. Task: Predict which catalyst facilitates the given reaction. Reactant: [CH:1]1([CH2:4][CH2:5][O:6][C:7]2[N:15]=[C:14]3[C:10]([N:11]=[C:12]([O:23]C)[N:13]3[CH2:16][CH2:17][CH:18]3[CH2:22][CH2:21][CH2:20][O:19]3)=[C:9]([NH2:25])[N:8]=2)[CH2:3][CH2:2]1.Cl.O1CCOCC1. Product: [NH2:25][C:9]1[N:8]=[C:7]([O:6][CH2:5][CH2:4][CH:1]2[CH2:2][CH2:3]2)[N:15]=[C:14]2[C:10]=1[NH:11][C:12](=[O:23])[N:13]2[CH2:16][CH2:17][CH:18]1[CH2:22][CH2:21][CH2:20][O:19]1. The catalyst class is: 5.